From a dataset of TCR-epitope binding with 47,182 pairs between 192 epitopes and 23,139 TCRs. Binary Classification. Given a T-cell receptor sequence (or CDR3 region) and an epitope sequence, predict whether binding occurs between them. (1) The epitope is FVDGVPFVV. The TCR CDR3 sequence is CASSPSGTEYSGANVLTF. Result: 1 (the TCR binds to the epitope). (2) Result: 0 (the TCR does not bind to the epitope). The epitope is NLDSKVGGNY. The TCR CDR3 sequence is CASSHLGGQVFNNEQFF. (3) The epitope is IVDTVSALV. The TCR CDR3 sequence is CASRPFTGVGEQFF. Result: 1 (the TCR binds to the epitope). (4) The epitope is HTTDPSFLGRY. The TCR CDR3 sequence is CASSPERGMPYGYTF. Result: 1 (the TCR binds to the epitope). (5) The epitope is FLRGRAYGL. The TCR CDR3 sequence is CASRTSGGRETQYF. Result: 0 (the TCR does not bind to the epitope).